This data is from Forward reaction prediction with 1.9M reactions from USPTO patents (1976-2016). The task is: Predict the product of the given reaction. Given the reactants [Cl:1][C:2]1[CH:7]=[CH:6][C:5]([C:8]([C:11]2[N:15]([C:16]3[CH:21]=[CH:20][C:19]([F:22])=[CH:18][CH:17]=3)[C:14]([SH:23])=[N:13][CH:12]=2)([CH3:10])[CH3:9])=[CH:4][C:3]=1[O:24][CH3:25].C1C=CC(P(C2C=CC=CC=2)C2C=CC=CC=2)=CC=1.[Si:45]([O:52][CH2:53][CH2:54][O:55][C:56]1[CH:61]=[C:60]([F:62])[C:59]([CH2:63]O)=[C:58]([F:65])[CH:57]=1)([C:48]([CH3:51])([CH3:50])[CH3:49])([CH3:47])[CH3:46].CC(OC(/N=N/C(OC(C)C)=O)=O)C, predict the reaction product. The product is: [Si:45]([O:52][CH2:53][CH2:54][O:55][C:56]1[CH:57]=[C:58]([F:65])[C:59]([CH2:63][S:23][C:14]2[N:15]([C:16]3[CH:21]=[CH:20][C:19]([F:22])=[CH:18][CH:17]=3)[C:11]([C:8]([C:5]3[CH:6]=[CH:7][C:2]([Cl:1])=[C:3]([O:24][CH3:25])[CH:4]=3)([CH3:10])[CH3:9])=[CH:12][N:13]=2)=[C:60]([F:62])[CH:61]=1)([C:48]([CH3:51])([CH3:50])[CH3:49])([CH3:47])[CH3:46].